From a dataset of Full USPTO retrosynthesis dataset with 1.9M reactions from patents (1976-2016). Predict the reactants needed to synthesize the given product. (1) The reactants are: Cl[C:2]1[CH:7]=[C:6]([N:8]2[CH2:13][CH2:12][N:11]([CH3:14])[CH2:10][CH2:9]2)[N:5]=[CH:4][N:3]=1.O.[NH2:16][NH2:17]. Given the product [CH3:14][N:11]1[CH2:12][CH2:13][N:8]([C:6]2[N:5]=[CH:4][N:3]=[C:2]([NH:16][NH2:17])[CH:7]=2)[CH2:9][CH2:10]1, predict the reactants needed to synthesize it. (2) Given the product [F:1][C:2]1[CH:3]=[CH:4][C:5]([S:8]([NH:11][CH2:12][C:13]2[CH:14]=[CH:15][C:16]([C:19]([OH:21])=[O:20])=[N:17][CH:18]=2)(=[O:9])=[O:10])=[CH:6][CH:7]=1, predict the reactants needed to synthesize it. The reactants are: [F:1][C:2]1[CH:7]=[CH:6][C:5]([S:8]([NH:11][CH2:12][C:13]2[CH:14]=[CH:15][C:16]([C:19]([O-:21])=[O:20])=[N:17][CH:18]=2)(=[O:10])=[O:9])=[CH:4][CH:3]=1.[OH-].[K+].Cl. (3) Given the product [Cl:1][C:2]1[CH:7]=[CH:6][C:5]([S:8]([CH2:12][C:13]2[CH:18]=[CH:17][CH:16]=[CH:15][CH:14]=2)(=[O:10])=[O:9])=[CH:4][CH:3]=1, predict the reactants needed to synthesize it. The reactants are: [Cl:1][C:2]1[CH:7]=[CH:6][C:5]([S:8]([O-:10])=[O:9])=[CH:4][CH:3]=1.[Na+].[CH2:12](Br)[C:13]1[CH:18]=[CH:17][CH:16]=[CH:15][CH:14]=1. (4) Given the product [C:1]([C:5]1[CH:10]=[CH:9][C:8]([C:15]2[CH:16]=[C:17]([CH3:23])[C:18]([NH2:19])=[CH:20][C:21]=2[CH3:22])=[CH:7][CH:6]=1)([CH3:4])([CH3:3])[CH3:2], predict the reactants needed to synthesize it. The reactants are: [C:1]([C:5]1[CH:10]=[CH:9][C:8](B(O)O)=[CH:7][CH:6]=1)([CH3:4])([CH3:3])[CH3:2].Br[C:15]1[C:21]([CH3:22])=[CH:20][C:18]([NH2:19])=[C:17]([CH3:23])[CH:16]=1.C(=O)([O-])[O-].[Cs+].[Cs+].O. (5) Given the product [NH:6]1[C:15]2[CH2:16][CH2:17][CH2:18][C:14]=2[C:12](=[O:11])[NH:9][C:7]1=[O:8], predict the reactants needed to synthesize it. The reactants are: C[Si](Cl)(C)C.[NH2:6][C:7]([NH2:9])=[O:8].C[O:11][C:12]([CH:14]1[CH2:18][CH2:17][CH2:16][C:15]1=O)=O.[OH-].[Na+].Cl. (6) Given the product [Cl:20][C:21]1[CH:26]=[CH:25][C:24]([S:27]([NH:19][C:4]2[CH:5]=[N:6][C:7]([O:8][C:9]3[CH:10]=[N:11][C:12]4[C:17]([CH:18]=3)=[CH:16][CH:15]=[CH:14][CH:13]=4)=[C:2]([Cl:1])[CH:3]=2)(=[O:28])=[O:29])=[C:23]([F:31])[CH:22]=1, predict the reactants needed to synthesize it. The reactants are: [Cl:1][C:2]1[CH:3]=[C:4]([NH2:19])[CH:5]=[N:6][C:7]=1[O:8][C:9]1[CH:10]=[N:11][C:12]2[C:17]([CH:18]=1)=[CH:16][CH:15]=[CH:14][CH:13]=2.[Cl:20][C:21]1[CH:26]=[CH:25][C:24]([S:27](Cl)(=[O:29])=[O:28])=[C:23]([F:31])[CH:22]=1. (7) Given the product [C:21]([N:7]1[C@@H:8]([CH3:20])[C@H:9]([NH:12][C:13](=[O:19])[O:14][C:15]([CH3:17])([CH3:18])[CH3:16])[C:10](=[O:11])[NH:4][C:5]2[CH:27]=[CH:26][C:25]([C:28]#[N:29])=[CH:24][C:6]1=2)(=[O:23])[CH3:22], predict the reactants needed to synthesize it. The reactants are: C([N:4]1[C:10](=[O:11])[C@@H:9]([NH:12][C:13](=[O:19])[O:14][C:15]([CH3:18])([CH3:17])[CH3:16])[C@H:8]([CH3:20])[N:7]([C:21](=[O:23])[CH3:22])[C:6]2[CH:24]=[C:25]([C:28]#[N:29])[CH:26]=[CH:27][C:5]1=2)(=O)C.[OH-].[Na+].